From a dataset of Full USPTO retrosynthesis dataset with 1.9M reactions from patents (1976-2016). Predict the reactants needed to synthesize the given product. (1) The reactants are: [NH2:1][CH:2]1[CH2:7][CH2:6][N:5]([C:8]([O:10][CH2:11][CH3:12])=[O:9])[CH2:4][CH2:3]1.Cl[CH2:14][C:15]1[CH:20]=[CH:19][N:18]=[C:17]([C:21]2[CH:26]=[C:25]([O:27][CH3:28])[C:24]([O:29][CH3:30])=[C:23]([O:31][CH3:32])[CH:22]=2)[CH:16]=1. Given the product [CH2:11]([O:10][C:8]([N:5]1[CH2:4][CH2:3][CH:2]([NH:1][CH2:14][C:15]2[CH:20]=[CH:19][N:18]=[C:17]([C:21]3[CH:26]=[C:25]([O:27][CH3:28])[C:24]([O:29][CH3:30])=[C:23]([O:31][CH3:32])[CH:22]=3)[CH:16]=2)[CH2:7][CH2:6]1)=[O:9])[CH3:12], predict the reactants needed to synthesize it. (2) Given the product [C:34]([NH:1][CH2:2][CH2:3][CH2:4][S:5][C:6]1[N:7]=[CH:8][N:9]2[CH:13]=[C:12]([C:14]3[C@H:15]([CH3:28])[C@@H:16]4[C@@H:23]([C@H:24]([OH:26])[CH3:25])[C:22](=[O:27])[N:17]4[C:18]=3[C:19]([O-:21])=[O:20])[S:11][C:10]=12)(=[NH:36])[CH3:35].[Na+:29], predict the reactants needed to synthesize it. The reactants are: [NH2:1][CH2:2][CH2:3][CH2:4][S:5][C:6]1[N:7]=[CH:8][N:9]2[CH:13]=[C:12]([C:14]3[C@H:15]([CH3:28])[C@@H:16]4[C@@H:23]([C@H:24]([OH:26])[CH3:25])[C:22](=[O:27])[N:17]4[C:18]=3[C:19]([O-:21])=[O:20])[S:11][C:10]=12.[Na+:29].Cl.C(O[C:34](=[NH:36])[CH3:35])C.